Regression. Given a peptide amino acid sequence and an MHC pseudo amino acid sequence, predict their binding affinity value. This is MHC class II binding data. From a dataset of Peptide-MHC class II binding affinity with 134,281 pairs from IEDB. (1) The peptide sequence is IPQEWKPAITVKVLPA. The MHC is DRB1_1101 with pseudo-sequence DRB1_1101. The binding affinity (normalized) is 0.344. (2) The peptide sequence is ATSLDTMTQMNQAFR. The MHC is DRB1_0901 with pseudo-sequence DRB1_0901. The binding affinity (normalized) is 0.155. (3) The peptide sequence is FQEFMIVPSGAPSFT. The MHC is DRB1_1302 with pseudo-sequence DRB1_1302. The binding affinity (normalized) is 1.00. (4) The peptide sequence is KVSFEPIPIHYCAPAGFA. The MHC is DRB3_0202 with pseudo-sequence DRB3_0202. The binding affinity (normalized) is 0.144. (5) The peptide sequence is GHMLDMYSVMLTNDN. The MHC is DRB1_0701 with pseudo-sequence DRB1_0701. The binding affinity (normalized) is 0.356. (6) The peptide sequence is LPPIVAKEIVASCDKC. The MHC is HLA-DQA10501-DQB10301 with pseudo-sequence HLA-DQA10501-DQB10301. The binding affinity (normalized) is 0.172. (7) The peptide sequence is MQVKVSKGAPCRIPV. The MHC is DRB3_0202 with pseudo-sequence DRB3_0202. The binding affinity (normalized) is 0.534.